Dataset: NCI-60 drug combinations with 297,098 pairs across 59 cell lines. Task: Regression. Given two drug SMILES strings and cell line genomic features, predict the synergy score measuring deviation from expected non-interaction effect. Drug 1: CC1=C2C(C(=O)C3(C(CC4C(C3C(C(C2(C)C)(CC1OC(=O)C(C(C5=CC=CC=C5)NC(=O)C6=CC=CC=C6)O)O)OC(=O)C7=CC=CC=C7)(CO4)OC(=O)C)O)C)OC(=O)C. Drug 2: CC(C)NC(=O)C1=CC=C(C=C1)CNNC.Cl. Cell line: NCI-H522. Synergy scores: CSS=42.0, Synergy_ZIP=6.64, Synergy_Bliss=6.82, Synergy_Loewe=-19.5, Synergy_HSA=5.09.